Dataset: NCI-60 drug combinations with 297,098 pairs across 59 cell lines. Task: Regression. Given two drug SMILES strings and cell line genomic features, predict the synergy score measuring deviation from expected non-interaction effect. (1) Drug 1: CC1=CC2C(CCC3(C2CCC3(C(=O)C)OC(=O)C)C)C4(C1=CC(=O)CC4)C. Drug 2: C1=CC=C(C(=C1)C(C2=CC=C(C=C2)Cl)C(Cl)Cl)Cl. Cell line: SK-MEL-5. Synergy scores: CSS=-5.42, Synergy_ZIP=4.75, Synergy_Bliss=2.40, Synergy_Loewe=-7.92, Synergy_HSA=-7.57. (2) Drug 1: C1CCC(CC1)NC(=O)N(CCCl)N=O. Drug 2: CC1=C2C(C(=O)C3(C(CC4C(C3C(C(C2(C)C)(CC1OC(=O)C(C(C5=CC=CC=C5)NC(=O)OC(C)(C)C)O)O)OC(=O)C6=CC=CC=C6)(CO4)OC(=O)C)O)C)O. Cell line: NCI-H322M. Synergy scores: CSS=14.2, Synergy_ZIP=-6.36, Synergy_Bliss=1.70, Synergy_Loewe=-12.4, Synergy_HSA=1.82. (3) Drug 1: C1=CC(=CC=C1CC(C(=O)O)N)N(CCCl)CCCl.Cl. Drug 2: C(CN)CNCCSP(=O)(O)O. Cell line: NCI-H522. Synergy scores: CSS=15.4, Synergy_ZIP=-2.32, Synergy_Bliss=0.909, Synergy_Loewe=-6.05, Synergy_HSA=-0.0424. (4) Drug 1: CC1=CC=C(C=C1)C2=CC(=NN2C3=CC=C(C=C3)S(=O)(=O)N)C(F)(F)F. Drug 2: C1=NC2=C(N1)C(=S)N=CN2. Cell line: LOX IMVI. Synergy scores: CSS=26.2, Synergy_ZIP=2.63, Synergy_Bliss=5.49, Synergy_Loewe=-41.6, Synergy_HSA=-0.0289. (5) Drug 1: CN(C)N=NC1=C(NC=N1)C(=O)N. Drug 2: CCCS(=O)(=O)NC1=C(C(=C(C=C1)F)C(=O)C2=CNC3=C2C=C(C=N3)C4=CC=C(C=C4)Cl)F. Cell line: HCC-2998. Synergy scores: CSS=-7.77, Synergy_ZIP=6.70, Synergy_Bliss=3.94, Synergy_Loewe=-8.12, Synergy_HSA=-7.84. (6) Drug 1: CCCCCOC(=O)NC1=NC(=O)N(C=C1F)C2C(C(C(O2)C)O)O. Drug 2: CC1=C(C(=O)C2=C(C1=O)N3CC4C(C3(C2COC(=O)N)OC)N4)N. Cell line: TK-10. Synergy scores: CSS=1.76, Synergy_ZIP=-3.74, Synergy_Bliss=-1.54, Synergy_Loewe=-9.60, Synergy_HSA=-2.45.